This data is from Full USPTO retrosynthesis dataset with 1.9M reactions from patents (1976-2016). The task is: Predict the reactants needed to synthesize the given product. (1) Given the product [C:31]1([C:41]2[CH:46]=[CH:45][C:44]([C:2]3[C:3]4[C:8](=[CH:7][CH:6]=[CH:5][CH:4]=4)[C:9]([C:16]4[CH:17]=[CH:18][C:19]([C:22]5[O:23][C:24]6[CH:30]=[CH:29][CH:28]=[CH:27][C:25]=6[N:26]=5)=[CH:20][CH:21]=4)=[C:10]4[C:15]=3[CH:14]=[CH:13][CH:12]=[CH:11]4)=[CH:43][CH:42]=2)[C:40]2[C:35](=[CH:36][CH:37]=[CH:38][CH:39]=2)[CH:34]=[CH:33][CH:32]=1, predict the reactants needed to synthesize it. The reactants are: Br[C:2]1[C:15]2[C:10](=[CH:11][CH:12]=[CH:13][CH:14]=2)[C:9]([C:16]2[CH:21]=[CH:20][C:19]([C:22]3[O:23][C:24]4[CH:30]=[CH:29][CH:28]=[CH:27][C:25]=4[N:26]=3)=[CH:18][CH:17]=2)=[C:8]2[C:3]=1[CH:4]=[CH:5][CH:6]=[CH:7]2.[C:31]1([C:41]2[CH:46]=[CH:45][C:44](B(O)O)=[CH:43][CH:42]=2)[C:40]2[C:35](=[CH:36][CH:37]=[CH:38][CH:39]=2)[CH:34]=[CH:33][CH:32]=1.C(=O)([O-])[O-].[Na+].[Na+].C1(C)C=CC=CC=1. (2) Given the product [CH2:1]([O:3][C:4](=[O:29])[C:5]1[CH:10]=[CH:9][C:8]([N:11]2[CH:15]=[C:14]([C:16]3[CH:21]=[CH:20][CH:19]=[CH:18][C:17]=3[O:22][CH2:38][CH2:39][O:40][CH3:41])[C:13]([C:23]#[N:24])=[CH:12]2)=[CH:7][C:6]=1[O:25][CH2:26][O:27][CH3:28])[CH3:2], predict the reactants needed to synthesize it. The reactants are: [CH2:1]([O:3][C:4](=[O:29])[C:5]1[CH:10]=[CH:9][C:8]([N:11]2[CH:15]=[C:14]([C:16]3[CH:21]=[CH:20][CH:19]=[CH:18][C:17]=3[OH:22])[C:13]([C:23]#[N:24])=[CH:12]2)=[CH:7][C:6]=1[O:25][CH2:26][O:27][CH3:28])[CH3:2].C(=O)([O-])[O-].[K+].[K+].BrC[CH2:38][CH2:39][O:40][CH3:41].O.